This data is from Forward reaction prediction with 1.9M reactions from USPTO patents (1976-2016). The task is: Predict the product of the given reaction. Given the reactants C[O:2][C:3](=[O:25])[C@H:4]([NH:14][C:15]([O:17][CH2:18][C:19]1[CH:24]=[CH:23][CH:22]=[CH:21][CH:20]=1)=[O:16])[CH2:5][O:6][Si:7]([C:10]([CH3:13])([CH3:12])[CH3:11])([CH3:9])[CH3:8].[OH-].[Li+].C(OCC)(=O)C.Cl, predict the reaction product. The product is: [CH2:18]([O:17][C:15]([NH:14][C@H:4]([CH2:5][O:6][Si:7]([C:10]([CH3:13])([CH3:12])[CH3:11])([CH3:8])[CH3:9])[C:3]([OH:25])=[O:2])=[O:16])[C:19]1[CH:20]=[CH:21][CH:22]=[CH:23][CH:24]=1.